Dataset: Forward reaction prediction with 1.9M reactions from USPTO patents (1976-2016). Task: Predict the product of the given reaction. (1) Given the reactants [CH3:1][N:2]1[CH:6]=[C:5]([CH:7]=O)[CH:4]=[N:3]1.[C:9]([O-])([O-])=O.[K+].[K+].CC(C)(P(=O)([O-])[O-])C(=O)C=[N+]=[N-].I[C:28]1[CH:33]=[CH:32][C:31]([CH:34]([NH:36][C:37]([CH:39]2[CH2:41][CH2:40]2)=[O:38])[CH3:35])=[CH:30][CH:29]=1.CC(N)CC, predict the reaction product. The product is: [CH3:1][N:2]1[CH:6]=[C:5]([C:7]#[C:9][C:28]2[CH:33]=[CH:32][C:31]([C@@H:34]([NH:36][C:37]([CH:39]3[CH2:41][CH2:40]3)=[O:38])[CH3:35])=[CH:30][CH:29]=2)[CH:4]=[N:3]1. (2) Given the reactants Br[C:2]1[CH:3]=[CH:4][C:5]([O:10][C:11]([F:14])([F:13])[F:12])=[C:6]([CH:9]=1)[CH:7]=[O:8].[F:15][C:16]1[CH:21]=[CH:20][C:19](B(O)O)=[CH:18][CH:17]=1, predict the reaction product. The product is: [F:15][C:16]1[CH:21]=[CH:20][C:19]([C:2]2[CH:3]=[CH:4][C:5]([O:10][C:11]([F:14])([F:13])[F:12])=[C:6]([CH:7]=[O:8])[CH:9]=2)=[CH:18][CH:17]=1. (3) Given the reactants [OH:1][C:2]1[CH:7]=[CH:6][C:5]([CH:8]2[CH2:13][CH2:12][N:11]([C:14]([O:16][C:17]([CH3:20])([CH3:19])[CH3:18])=[O:15])[CH2:10][CH:9]2[O:21][CH2:22][C:23]2[CH:32]=[CH:31][C:30]3[C:25](=[CH:26][CH:27]=[CH:28][CH:29]=3)[CH:24]=2)=[CH:4][CH:3]=1.[N:33]1[CH:38]=[CH:37][CH:36]=[CH:35][C:34]=1[N:39]=[C:40]=[O:41], predict the reaction product. The product is: [CH:24]1[C:25]2[C:30](=[CH:29][CH:28]=[CH:27][CH:26]=2)[CH:31]=[CH:32][C:23]=1[CH2:22][O:21][CH:9]1[CH:8]([C:5]2[CH:6]=[CH:7][C:2]([O:1][C:40](=[O:41])[NH:39][C:34]3[CH:35]=[CH:36][CH:37]=[CH:38][N:33]=3)=[CH:3][CH:4]=2)[CH2:13][CH2:12][N:11]([C:14]([O:16][C:17]([CH3:18])([CH3:19])[CH3:20])=[O:15])[CH2:10]1. (4) The product is: [NH2:7][C@@H:8]1[CH2:9][CH2:10][C@H:11]([NH:14][C:15]([C:17]2[N:18]=[C:19]3[CH:24]=[CH:23][CH:22]=[CH:21][N:20]3[CH:25]=2)=[O:16])[CH2:12][CH2:13]1. Given the reactants C(OC(=O)[NH:7][C@H:8]1[CH2:13][CH2:12][C@@H:11]([NH:14][C:15]([C:17]2[N:18]=[C:19]3[CH:24]=[CH:23][CH:22]=[CH:21][N:20]3[CH:25]=2)=[O:16])[CH2:10][CH2:9]1)(C)(C)C, predict the reaction product. (5) Given the reactants Br[C:2]1[C:3]([CH2:10][OH:11])=[N:4][N:5]([CH:7]([F:9])[F:8])[CH:6]=1.[F:12][C:13]1[CH:21]=[CH:20][C:19]2[NH:18][C:17]3[CH:22]=[N:23][N:24]([CH:25]4[CH2:30][CH2:29][CH2:28][CH2:27][O:26]4)[C:16]=3[C:15]=2[CH:14]=1.C([O-])([O-])=O.[K+].[K+].N1CCC[C@H]1C(O)=O, predict the reaction product. The product is: [F:8][CH:7]([F:9])[N:5]1[CH:6]=[C:2]([N:18]2[C:19]3[CH:20]=[CH:21][C:13]([F:12])=[CH:14][C:15]=3[C:16]3[N:24]([CH:25]4[CH2:30][CH2:29][CH2:28][CH2:27][O:26]4)[N:23]=[CH:22][C:17]2=3)[C:3]([CH2:10][OH:11])=[N:4]1. (6) The product is: [NH2:23][C:24]([CH3:32])([C:28]([F:31])([F:30])[F:29])[C:25]([NH:39][CH2:38][C:37]1[CH:40]=[CH:41][C:34]([Cl:33])=[C:35]([NH:42][C:43]2[N:47]([CH3:48])[C:46]3[CH:49]=[C:50]([N:54]4[CH2:59][CH2:58][CH2:57][CH:56]([C:60]([F:63])([F:62])[F:61])[CH2:55]4)[C:51]([Cl:53])=[CH:52][C:45]=3[N:44]=2)[CH:36]=1)=[O:26]. Given the reactants CN(C(ON1N=NC2C=CC=CC1=2)=[N+](C)C)C.[B-](F)(F)(F)F.[NH2:23][C:24]([CH3:32])([C:28]([F:31])([F:30])[F:29])[C:25](O)=[O:26].[Cl:33][C:34]1[CH:41]=[CH:40][C:37]([CH2:38][NH2:39])=[CH:36][C:35]=1[NH:42][C:43]1[N:47]([CH3:48])[C:46]2[CH:49]=[C:50]([N:54]3[CH2:59][CH2:58][CH2:57][CH:56]([C:60]([F:63])([F:62])[F:61])[CH2:55]3)[C:51]([Cl:53])=[CH:52][C:45]=2[N:44]=1, predict the reaction product. (7) Given the reactants [CH3:1][CH:2]([C:4]1[S:8][CH:7]=[C:6]([CH2:9][N:10]([C:12]([NH:14][C@H:15]([C:24]([NH:26][C@@H:27]([CH2:48][C:49]2[CH:50]=[CH:51][CH:52]=[CH:53][CH:54]=2)[CH2:28][CH2:29][C@@H:30]([NH:38][C:39]([O:41][CH2:42][C:43]2[S:47][CH:46]=[N:45][CH:44]=2)=[O:40])[CH2:31][C:32]2[CH:33]=[CH:34][CH:35]=[CH:36][CH:37]=2)=[O:25])[CH2:16][CH2:17][N:18]2[CH2:23][CH2:22][O:21][CH2:20][CH2:19]2)=[O:13])[CH3:11])[N:5]=1)[CH3:3].[C:55]([OH:58])(=[O:57])[CH3:56].CCCCCCC, predict the reaction product. The product is: [CH3:3][CH:2]([C:4]1[S:8][CH:7]=[C:6]([CH2:9][N:10]([C:12]([NH:14][C@H:15]([C:24]([NH:26][C@@H:27]([CH2:48][C:49]2[CH:54]=[CH:53][CH:52]=[CH:51][CH:50]=2)[CH2:28][CH2:29][C@@H:30]([NH:38][C:39]([O:41][CH2:42][C:43]2[S:47][CH:46]=[N:45][CH:44]=2)=[O:40])[CH2:31][C:32]2[CH:33]=[CH:34][CH:35]=[CH:36][CH:37]=2)=[O:25])[CH2:16][CH2:17][N:18]2[CH2:23][CH2:22][O:21][CH2:20][CH2:19]2)=[O:13])[CH3:11])[N:5]=1)[CH3:1].[C:55]([O-:58])(=[O:57])[CH3:56].